Dataset: Full USPTO retrosynthesis dataset with 1.9M reactions from patents (1976-2016). Task: Predict the reactants needed to synthesize the given product. Given the product [F:21][C:22]1[CH:28]=[CH:27][C:25]([NH:26][C:4]([C:1]2([C:7]([OH:9])=[O:8])[CH2:3][CH2:2]2)=[O:5])=[CH:24][CH:23]=1, predict the reactants needed to synthesize it. The reactants are: [C:1]1([C:7]([OH:9])=[O:8])([C:4](O)=[O:5])[CH2:3][CH2:2]1.C(N(CC)CC)C.S(Cl)(Cl)=O.[F:21][C:22]1[CH:28]=[CH:27][C:25]([NH2:26])=[CH:24][CH:23]=1.C(OC(C)C)(=O)C.[OH-].[Na+].